Task: Predict the product of the given reaction.. Dataset: Forward reaction prediction with 1.9M reactions from USPTO patents (1976-2016) Given the reactants Cl.[F:2][C:3]1[CH:8]=[CH:7][C:6]([CH:9]2[CH2:14][CH2:13][NH:12][CH2:11][CH2:10]2)=[CH:5][CH:4]=1.Br[CH2:16][CH2:17][CH2:18][C:19]1[CH:29]=[CH:28][CH:27]=[C:21]2[C:22]([NH:24][C:25](=[O:26])[C:20]=12)=[O:23].C(=O)([O-])[O-].[K+].[K+], predict the reaction product. The product is: [F:2][C:3]1[CH:8]=[CH:7][C:6]([CH:9]2[CH2:10][CH2:11][N:12]([CH2:16][CH2:17][CH2:18][C:19]3[CH:29]=[CH:28][CH:27]=[C:21]4[C:22]([NH:24][C:25](=[O:26])[C:20]=34)=[O:23])[CH2:13][CH2:14]2)=[CH:5][CH:4]=1.